From a dataset of Reaction yield outcomes from USPTO patents with 853,638 reactions. Predict the reaction yield, written as a fraction of the theoretical maximum amount of product (1.0 means a 100% yield; for example, 0.34 means a 34% yield). The reactants are [N+:1]([C:4]1[CH:11]=[CH:10][C:7](C=O)=[CH:6][CH:5]=1)([O-])=O.[C:12](O[BH-](OC(=O)C)OC(=O)C)(=O)C.[Na+].C(O)(=O)C.[NH2:30][C:31]1[CH:39]=[C:38]2[C:34]([CH:35]=[N:36][NH:37]2)=[CH:33][CH:32]=1. The catalyst is ClCCl. The product is [NH2:30][C:31]1[CH:39]=[CH:38][C:34]([CH2:35][NH:36][N:37]2[C:5]3[CH:6]=[CH:7][CH:10]=[CH:11][C:4]=3[N:1]=[CH:12]2)=[CH:33][CH:32]=1. The yield is 0.860.